From a dataset of Full USPTO retrosynthesis dataset with 1.9M reactions from patents (1976-2016). Predict the reactants needed to synthesize the given product. (1) The reactants are: C([O:4][C@H:5]1[CH2:22][CH2:21][C@@:20]2([CH2:23][NH2:24])[C:7](=[CH:8][CH2:9][C@@H:10]3[C@@H:19]2[CH2:18][CH2:17][C@@:15]2([CH3:16])[C@H:11]3[CH2:12][CH2:13][C@@H:14]2[O:25]C(=O)C)[CH2:6]1)(=O)C.O1CCCC1. Given the product [NH2:24][CH2:23][C@@:20]12[C@@H:19]3[C@H:10]([C@H:11]4[C@@:15]([CH2:17][CH2:18]3)([CH3:16])[C@@H:14]([OH:25])[CH2:13][CH2:12]4)[CH2:9][CH:8]=[C:7]1[CH2:6][C@@H:5]([OH:4])[CH2:22][CH2:21]2, predict the reactants needed to synthesize it. (2) Given the product [Na+:33].[N:26]1([C:21]2[O:20][C:19]([C:13]3[CH:12]=[CH:11][CH:10]=[C:9]4[C:14]=3[S:15][C:16]3[CH:17]=[CH:18][C:5]([C:3]([O-:4])=[O:2])=[CH:6][C:7]=3[S:8]4)=[CH:24][C:23](=[O:25])[CH:22]=2)[CH2:31][CH2:30][O:29][CH2:28][CH2:27]1, predict the reactants needed to synthesize it. The reactants are: C[O:2][C:3]([C:5]1[CH:18]=[CH:17][C:16]2[S:15][C:14]3[C:9](=[CH:10][CH:11]=[CH:12][C:13]=3[C:19]3[O:20][C:21]([N:26]4[CH2:31][CH2:30][O:29][CH2:28][CH2:27]4)=[CH:22][C:23](=[O:25])[CH:24]=3)[S:8][C:7]=2[CH:6]=1)=[O:4].[OH-].[Na+:33]. (3) Given the product [NH2:2][C:1]1[N:31]2[N:30]=[CH:29][C:28]([C:25]3[CH:26]=[N:27][C:22]([C:16]4[CH:21]=[CH:20][CH:19]=[CH:18][CH:17]=4)=[CH:23][CH:24]=3)=[C:32]2[N:33]=[C:7]2[CH2:6][N:5]([C:9]([O:11][C:12]([CH3:15])([CH3:14])[CH3:13])=[O:10])[CH2:4][C:3]=12, predict the reactants needed to synthesize it. The reactants are: [C:1]([CH:3]1[C:7](=O)[CH2:6][N:5]([C:9]([O:11][C:12]([CH3:15])([CH3:14])[CH3:13])=[O:10])[CH2:4]1)#[N:2].[C:16]1([C:22]2[N:27]=[CH:26][C:25]([C:28]3[CH:29]=[N:30][NH:31][C:32]=3[NH2:33])=[CH:24][CH:23]=2)[CH:21]=[CH:20][CH:19]=[CH:18][CH:17]=1. (4) The reactants are: [C:1]([NH:4][C:5]1[CH:32]=[CH:31][C:8]([C:9]([NH:11][C:12]2[N:21]3[CH2:22][CH2:23][N:24]=[C:20]3[C:19]3[CH:18]=[CH:17][C:16]([N:25]4[CH2:30][CH2:29][O:28][CH2:27][CH2:26]4)=[CH:15][C:14]=3[N:13]=2)=[O:10])=[CH:7][N:6]=1)(=[O:3])[CH3:2].[ClH:33]. Given the product [ClH:33].[C:1]([NH:4][C:5]1[CH:32]=[CH:31][C:8]([C:9]([NH:11][C:12]2[N:21]3[CH2:22][CH2:23][N:24]=[C:20]3[C:19]3[CH:18]=[CH:17][C:16]([N:25]4[CH2:30][CH2:29][O:28][CH2:27][CH2:26]4)=[CH:15][C:14]=3[N:13]=2)=[O:10])=[CH:7][N:6]=1)(=[O:3])[CH3:2], predict the reactants needed to synthesize it. (5) Given the product [F:75][C:72]1([F:74])[CH2:71][CH:70]([C:68]2[O:67][N:66]=[C:65]([C:63]3[CH:62]=[CH:61][C:60]([CH3:76])=[C:59]([NH:58][C:19]([C:16]4[N:14]5[CH:15]=[C:10]([CH2:9][CH2:8][N:5]6[CH2:4][CH2:3][N:2]([CH3:1])[CH2:7][CH2:6]6)[CH:11]=[CH:12][C:13]5=[N:18][CH:17]=4)=[O:21])[CH:64]=3)[N:69]=2)[CH2:73]1, predict the reactants needed to synthesize it. The reactants are: [CH3:1][N:2]1[CH2:7][CH2:6][N:5]([CH2:8][CH2:9][C:10]2[CH:11]=[CH:12][C:13]3[N:14]([C:16]([C:19]([O:21]CC)=O)=[CH:17][N:18]=3)[CH:15]=2)[CH2:4][CH2:3]1.CN(C(ON1N=NC2C=CC=NC1=2)=[N+](C)C)C.F[P-](F)(F)(F)(F)F.CCN(C(C)C)C(C)C.C[NH:58][C:59]1[CH:64]=[C:63]([C:65]2[N:69]=[C:68]([CH:70]3[CH2:73][C:72]([F:75])([F:74])[CH2:71]3)[O:67][N:66]=2)[CH:62]=[CH:61][C:60]=1[CH3:76]. (6) Given the product [CH3:1][O:2][C:3]1[CH:4]=[C:5]([NH:15][C:16]2[S:17][C:28]3[CH2:29][CH2:30][CH2:31][CH:26]([C:22]4[CH:23]=[CH:24][CH:25]=[CH:20][CH:21]=4)[C:27]=3[N:18]=2)[CH:6]=[CH:7][C:8]=1[N:9]1[CH:13]=[C:12]([CH3:14])[N:11]=[CH:10]1, predict the reactants needed to synthesize it. The reactants are: [CH3:1][O:2][C:3]1[CH:4]=[C:5]([NH:15][C:16]([NH2:18])=[S:17])[CH:6]=[CH:7][C:8]=1[N:9]1[CH:13]=[C:12]([CH3:14])[N:11]=[CH:10]1.Br[CH:20]1[CH2:25][CH2:24][CH2:23][CH:22]([C:26]2[CH:31]=[CH:30][CH:29]=[CH:28][CH:27]=2)[C:21]1=O. (7) The reactants are: [N:1]1([C:12](=[O:13])[C:11]2[N:10]([CH2:14][C:15]([OH:17])=O)[CH:9]=[N:8][C:7]=2[N:5]([CH3:6])[C:3]1=[O:4])[CH3:2].C(Cl)(=O)C(Cl)=O.CN(C=O)C.[CH3:29][NH:30][C:31]1[CH:36]=[CH:35][C:34]([CH:37]([CH3:39])[CH3:38])=[CH:33][CH:32]=1. Given the product [CH3:2][N:1]1[C:12](=[O:13])[C:11]2[N:10]([CH2:14][C:15]([N:30]([C:31]3[CH:36]=[CH:35][C:34]([CH:37]([CH3:39])[CH3:38])=[CH:33][CH:32]=3)[CH3:29])=[O:17])[CH:9]=[N:8][C:7]=2[N:5]([CH3:6])[C:3]1=[O:4], predict the reactants needed to synthesize it. (8) Given the product [CH2:2]([N:4]1[C:8]2=[N:9][C:10]([CH2:45][CH3:46])=[C:11]([CH2:20][NH:21][C:22](=[O:44])[C:23]3[CH:28]=[CH:27][C:26]([NH:29][C:30](=[O:43])[CH2:31][CH2:32][CH2:33][CH2:34][CH2:35][CH2:36][CH2:37][N:38]([CH2:40][CH2:41][OH:42])[CH3:39])=[CH:25][CH:24]=3)[C:12]([NH:13][CH:14]3[CH2:15][CH2:16][O:17][CH2:18][CH2:19]3)=[C:7]2[CH:6]=[N:5]1)[CH3:3], predict the reactants needed to synthesize it. The reactants are: Cl.[CH2:2]([N:4]1[C:8]2=[N:9][C:10]([CH2:45][CH3:46])=[C:11]([CH2:20][NH:21][C:22](=[O:44])[C:23]3[CH:28]=[CH:27][C:26]([NH:29][C:30](=[O:43])[CH2:31][CH2:32][CH2:33][CH2:34][CH2:35][CH2:36][CH2:37][N:38]([CH2:40][CH2:41][OH:42])[CH3:39])=[CH:25][CH:24]=3)[C:12]([NH:13][CH:14]3[CH2:19][CH2:18][O:17][CH2:16][CH2:15]3)=[C:7]2[CH:6]=[N:5]1)[CH3:3].C(=O)([O-])[O-].[K+].[K+].ClCCl. (9) Given the product [Cl:1][C:12]1[S:13][CH:14]=[C:10]([Cl:9])[C:11]=1[NH:15][C:16](=[O:21])[C:17]([F:18])([F:20])[F:19], predict the reactants needed to synthesize it. The reactants are: [Cl:1]N1C(=O)CCC1=O.[Cl:9][C:10]1[C:11]([NH:15][C:16](=[O:21])[C:17]([F:20])([F:19])[F:18])=[CH:12][S:13][CH:14]=1.